Dataset: Forward reaction prediction with 1.9M reactions from USPTO patents (1976-2016). Task: Predict the product of the given reaction. (1) Given the reactants [C:1]12([CH2:11][OH:12])[CH2:10][CH:5]3[CH2:6][CH:7]([CH2:9][CH:3]([CH2:4]3)[CH2:2]1)[CH2:8]2.[H-].[Na+].Cl[C:16]1[CH:21]=[CH:20][N+:19]([O-:22])=[CH:18][CH:17]=1, predict the reaction product. The product is: [C:1]12([CH2:11][O:12][C:16]3[CH:21]=[CH:20][N+:19]([O-:22])=[CH:18][CH:17]=3)[CH2:8][CH:7]3[CH2:6][CH:5]([CH2:4][CH:3]([CH2:9]3)[CH2:2]1)[CH2:10]2. (2) Given the reactants [F:1][C:2]1[CH:3]=[C:4]([CH2:17][OH:18])[CH:5]=[C:6]([F:16])[C:7]=1[O:8][C:9]1[CH:14]=[CH:13][CH:12]=[C:11]([F:15])[CH:10]=1.Cl[C:20]1[CH:36]=[C:24]2[N:25](C(OC(C)(C)C)=O)[CH2:26][CH2:27][CH2:28][N:23]2[C:22](=[O:37])[N:21]=1, predict the reaction product. The product is: [F:1][C:2]1[CH:3]=[C:4]([CH:5]=[C:6]([F:16])[C:7]=1[O:8][C:9]1[CH:14]=[CH:13][CH:12]=[C:11]([F:15])[CH:10]=1)[CH2:17][O:18][C:20]1[CH:36]=[C:24]2[NH:25][CH2:26][CH2:27][CH2:28][N:23]2[C:22](=[O:37])[N:21]=1. (3) Given the reactants [H-].[Al+3].[Li+].[H-].[H-].[H-].[CH3:7][C:8]1([CH3:20])[O:12][C@H:11]([CH2:13][CH2:14][C:15](OCC)=[O:16])[CH2:10][O:9]1, predict the reaction product. The product is: [CH3:7][C:8]1([CH3:20])[O:12][C@H:11]([CH2:13][CH2:14][CH2:15][OH:16])[CH2:10][O:9]1. (4) Given the reactants Cl.O1CCOCC1.[C:8]([C:10]1[CH:11]=[C:12]([CH:24]=[CH:25][C:26]=1[F:27])[C:13]([NH:15][NH:16]C(OC(C)(C)C)=O)=[O:14])#[N:9], predict the reaction product. The product is: [C:8]([C:10]1[CH:11]=[C:12]([CH:24]=[CH:25][C:26]=1[F:27])[C:13]([NH:15][NH2:16])=[O:14])#[N:9]. (5) Given the reactants [CH2:1]([O:8][C:9](=[O:26])[NH:10][CH2:11][C@H:12]([NH:18][C:19]([O:21][C:22]([CH3:25])([CH3:24])[CH3:23])=[O:20])[C@@H:13]([OH:17])[C:14]#[C:15][CH3:16])[C:2]1[CH:7]=[CH:6][CH:5]=[CH:4][CH:3]=1.[CH3:27][C:28]1[CH:35]=[C:34]([CH3:36])[CH:33]=[CH:32][C:29]=1[CH:30]=O.C([BH3-])#N.[Na+].C(N(CC)CC)C.C(OC(OC(OCC1C=CC=CC=1)=O)=O)C1C=CC=CC=1, predict the reaction product. The product is: [C:22]([O:21][C:19](=[O:20])[NH:18][C@@H:12]([CH2:11][N:10]([C:9]([O:8][CH2:1][C:2]1[CH:3]=[CH:4][CH:5]=[CH:6][CH:7]=1)=[O:26])[CH2:30][C:29]1[CH:32]=[CH:33][C:34]([CH3:36])=[CH:35][C:28]=1[CH3:27])[C@@H:13]([OH:17])[CH2:14][CH2:15][CH3:16])([CH3:25])([CH3:24])[CH3:23]. (6) Given the reactants [NH:1]1[CH:5]=[N:4][N:3]=[N:2]1.[OH-].C([N+:11]([CH2:20]CCC)([CH2:16][CH2:17][CH2:18][CH3:19])CCCC)CCC.[C:24]([C:26]1[C:31](F)=[CH:30][CH:29]=[CH:28][N:27]=1)#[N:25], predict the reaction product. The product is: [N:1]1([C:31]2[C:26]([C:24]#[N:25])=[N:27][CH:28]=[CH:29][CH:30]=2)[CH:5]=[N:4][N:3]=[N:2]1.[N:11]1([C:16]2[CH:17]=[CH:18][CH:19]=[CH:31][C:26]=2[C:24]#[N:25])[CH:20]=[N:1][CH:5]=[N:4]1. (7) Given the reactants N#N.[CH3:3][C:4]1([C:9]2[N:10]=[C:11]([CH2:14][N:15]3[N:19]=[C:18]([N+:20]([O-])=O)[CH:17]=[N:16]3)[S:12][CH:13]=2)[O:8][CH2:7][CH2:6][O:5]1.[NH4+].[Cl-], predict the reaction product. The product is: [CH3:3][C:4]1([C:9]2[N:10]=[C:11]([CH2:14][N:15]3[N:19]=[C:18]([NH2:20])[CH:17]=[N:16]3)[S:12][CH:13]=2)[O:5][CH2:6][CH2:7][O:8]1. (8) Given the reactants FC1(F)CC[N:5](C(C2C=CC(C(F)(F)F)=CC=2)CN)[CH2:4]C1.[CH3:22][O:23][C:24]1[N:29]=[CH:28][C:27]([CH:30]=O)=[CH:26][CH:25]=1.[NH:32]1[CH2:37][CH2:36][O:35][CH2:34][CH2:33]1, predict the reaction product. The product is: [CH3:22][O:23][C:24]1[N:29]=[CH:28][C:27]([CH:30]([N:32]2[CH2:37][CH2:36][O:35][CH2:34][CH2:33]2)[CH2:4][NH2:5])=[CH:26][CH:25]=1.